Task: Predict the reactants needed to synthesize the given product.. Dataset: Full USPTO retrosynthesis dataset with 1.9M reactions from patents (1976-2016) (1) Given the product [CH:25]1([S:28]([N:31]2[CH:35]=[C:34]([C:2]3[N:7]=[C:6]([NH:8][C:9]4[N:14]=[CH:13][C:12]5[N:15]=[C:16]([CH3:24])[N:17]([CH:18]([CH3:23])[C:19]([F:22])([F:21])[F:20])[C:11]=5[CH:10]=4)[CH:5]=[CH:4][N:3]=3)[CH:33]=[N:32]2)(=[O:29])=[O:30])[CH2:27][CH2:26]1, predict the reactants needed to synthesize it. The reactants are: Cl[C:2]1[N:7]=[C:6]([NH:8][C:9]2[N:14]=[CH:13][C:12]3[N:15]=[C:16]([CH3:24])[N:17]([CH:18]([CH3:23])[C:19]([F:22])([F:21])[F:20])[C:11]=3[CH:10]=2)[CH:5]=[CH:4][N:3]=1.[CH:25]1([S:28]([N:31]2[CH:35]=[C:34](B3OC(C)(C)C(C)(C)O3)[CH:33]=[N:32]2)(=[O:30])=[O:29])[CH2:27][CH2:26]1.C(=O)([O-])[O-].[Na+].[Na+].O1CCOCC1. (2) Given the product [CH3:5][O:6][C:7]1[C:16]2[O:17][C:18]([CH3:21])([CH3:20])[CH2:19][C:15]=2[C:14]2[C:13]([C:22]3[CH:23]=[CH:24][CH:25]=[CH:26][CH:27]=3)=[N:12][C:11]([CH3:28])([CH3:29])[CH2:10][C:9]=2[C:8]=1[C:30]#[N:2], predict the reactants needed to synthesize it. The reactants are: Cl.[NH2:2]O.Cl.[CH3:5][O:6][C:7]1[C:16]2[O:17][C:18]([CH3:21])([CH3:20])[CH2:19][C:15]=2[C:14]2[C:13]([C:22]3[CH:27]=[CH:26][CH:25]=[CH:24][CH:23]=3)=[N:12][C:11]([CH3:29])([CH3:28])[CH2:10][C:9]=2[C:8]=1[CH:30]=O.O.N. (3) Given the product [Cl:1][C:2]1[CH:24]=[C:23]([Cl:25])[CH:22]=[CH:21][C:3]=1[CH2:4][C:5]1[C:9]2=[N:10][C:11]([C:30]#[N:31])=[CH:12][CH:13]=[C:8]2[N:7]([C:14]([O:16][CH2:17][CH3:18])=[O:15])[C:6]=1[CH3:20], predict the reactants needed to synthesize it. The reactants are: [Cl:1][C:2]1[CH:24]=[C:23]([Cl:25])[CH:22]=[CH:21][C:3]=1[CH2:4][C:5]1[C:9]2=[N:10][CH:11]=[CH:12][CH:13]=[C:8]2[N+:7]([O-])([C:14]([O:16][CH2:17][CH3:18])=[O:15])[C:6]=1[CH3:20].C[Si]([C:30]#[N:31])(C)C.C(=O)([O-])O.[Na+]. (4) Given the product [Cl:1][C:2]1[CH:7]=[CH:6][CH:5]=[C:4]([F:8])[C:3]=1[C:9]1[NH:13][C:12](=[O:14])[N:11]([C:15]2[CH:24]=[CH:23][C:18]([C:19]3[O:21][N:32]=[C:30]([C:29]4[CH:34]=[CH:35][C:26]([Cl:25])=[CH:27][CH:28]=4)[N:31]=3)=[CH:17][CH:16]=2)[N:10]=1, predict the reactants needed to synthesize it. The reactants are: [Cl:1][C:2]1[CH:7]=[CH:6][CH:5]=[C:4]([F:8])[C:3]=1[C:9]1[NH:13][C:12](=[O:14])[N:11]([C:15]2[CH:24]=[CH:23][C:18]([C:19]([O:21]C)=O)=[CH:17][CH:16]=2)[N:10]=1.[Cl:25][C:26]1[CH:35]=[CH:34][C:29]([C:30](=[N:32]O)[NH2:31])=[CH:28][CH:27]=1.[H-].[Na+].